This data is from Reaction yield outcomes from USPTO patents with 853,638 reactions. The task is: Predict the reaction yield, written as a fraction of the theoretical maximum amount of product (1.0 means a 100% yield; for example, 0.34 means a 34% yield). (1) The reactants are [NH2:1][C:2]1[C:3]2[C:10]([C:11]3[CH:16]=[CH:15][C:14]([O:17][C:18]4[CH:23]=[CH:22][CH:21]=[CH:20][CH:19]=4)=[CH:13][CH:12]=3)=[CH:9][N:8]([C@@H:24]3[CH2:29][CH2:28][CH2:27][N:26](C(OC(C)(C)C)=O)[CH2:25]3)[C:4]=2[N:5]=[CH:6][N:7]=1.C(O)(C(F)(F)F)=O. The catalyst is C(Cl)Cl. The product is [O:17]([C:14]1[CH:13]=[CH:12][C:11]([C:10]2[C:3]3[C:2]([NH2:1])=[N:7][CH:6]=[N:5][C:4]=3[N:8]([C@@H:24]3[CH2:29][CH2:28][CH2:27][NH:26][CH2:25]3)[CH:9]=2)=[CH:16][CH:15]=1)[C:18]1[CH:23]=[CH:22][CH:21]=[CH:20][CH:19]=1. The yield is 0.830. (2) The reactants are [CH2:1]([O:8][C:9]1[CH:14]=[CH:13][C:12]([C:15]2[NH:29][C:18]3=[N:19][C:20]([CH:23]4[CH2:28][CH2:27][NH:26][CH2:25][CH2:24]4)=[CH:21][CH:22]=[C:17]3[N:16]=2)=[CH:11][CH:10]=1)[C:2]1[CH:7]=[CH:6][CH:5]=[CH:4][CH:3]=1.CCN(C(C)C)C(C)C.Cl[C:40]([O:42][CH2:43][CH3:44])=[O:41].O. The catalyst is C1COCC1. The product is [CH2:1]([O:8][C:9]1[CH:14]=[CH:13][C:12]([C:15]2[NH:29][C:18]3=[N:19][C:20]([CH:23]4[CH2:28][CH2:27][N:26]([C:40]([O:42][CH2:43][CH3:44])=[O:41])[CH2:25][CH2:24]4)=[CH:21][CH:22]=[C:17]3[N:16]=2)=[CH:11][CH:10]=1)[C:2]1[CH:3]=[CH:4][CH:5]=[CH:6][CH:7]=1. The yield is 0.810. (3) The reactants are [CH2:1]([O:3][C:4]([C:6]1[C:10]([N+:11]([O-])=O)=[CH:9][NH:8][N:7]=1)=[O:5])[CH3:2]. The catalyst is CCO.[Pd]. The product is [CH2:1]([O:3][C:4]([C:6]1[C:10]([NH2:11])=[CH:9][NH:8][N:7]=1)=[O:5])[CH3:2]. The yield is 0.980. (4) The reactants are [Cl:1][C:2]1[CH:3]=[C:4]([C@@H:12]([CH2:22][CH:23]2[CH2:27][CH2:26][CH2:25][CH2:24]2)[C:13]([NH:15][C:16]2[CH:20]=[CH:19][N:18]([CH3:21])[N:17]=2)=[O:14])[CH:5]=[CH:6][C:7]=1[S:8]([CH3:11])(=[O:10])=[O:9].C(Cl)(=O)C(Cl)=O.N1C(C)=CC=CC=1C.[CH3:42][O:43][C:44]1[CH:56]=[CH:55][C:47](CN2C=CC(N)=N2)=[CH:46][CH:45]=1. The yield is 0.590. The product is [Cl:1][C:2]1[CH:3]=[C:4]([C@@H:12]([CH2:22][CH:23]2[CH2:24][CH2:25][CH2:26][CH2:27]2)[C:13]([NH:15][C:16]2[CH:20]=[CH:19][N:18]([CH2:21][C:47]3[CH:55]=[CH:56][C:44]([O:43][CH3:42])=[CH:45][CH:46]=3)[N:17]=2)=[O:14])[CH:5]=[CH:6][C:7]=1[S:8]([CH3:11])(=[O:10])=[O:9]. The catalyst is C(Cl)Cl. (5) The product is [Br:1][C:2]1[CH:7]=[CH:6][C:5]([NH:8][C:19](=[O:20])[CH2:18][CH2:17][Cl:16])=[C:4]([Cl:9])[CH:3]=1. The reactants are [Br:1][C:2]1[CH:7]=[CH:6][C:5]([NH2:8])=[C:4]([Cl:9])[CH:3]=1.N1C=CC=CC=1.[Cl:16][CH2:17][CH2:18][C:19](Cl)=[O:20]. The catalyst is C(Cl)Cl. The yield is 0.900. (6) The reactants are Cl[C:2]1[CH:7]=[CH:6][N:5]=[CH:4][C:3]=1[N+:8]([O-:10])=[O:9].[N:11]1[CH:16]=[CH:15][CH:14]=[CH:13][C:12]=1[CH2:17][OH:18]. No catalyst specified. The product is [N:11]1[CH:16]=[CH:15][CH:14]=[CH:13][C:12]=1[CH2:17][O:18][C:2]1[CH:7]=[CH:6][N:5]=[CH:4][C:3]=1[N+:8]([O-:10])=[O:9]. The yield is 0.683. (7) The reactants are C(OC(=O)[NH:7][CH2:8][CH2:9][CH2:10][N:11]([CH:21]([C:25]1[N:30]([CH2:31][C:32]2[CH:37]=[CH:36][CH:35]=[CH:34][CH:33]=2)[C:29](=[O:38])[C:28]2=[CH:39][CH:40]=[C:41]([Cl:42])[N:27]2[N:26]=1)[CH:22]1[CH2:24][CH2:23]1)[C:12](=[O:20])[C:13]1[CH:18]=[CH:17][C:16]([CH3:19])=[CH:15][CH:14]=1)(C)(C)C.Cl.O1CCOCC1. The catalyst is CCOCC. The product is [ClH:42].[NH2:7][CH2:8][CH2:9][CH2:10][N:11]([CH:21]([C:25]1[N:30]([CH2:31][C:32]2[CH:33]=[CH:34][CH:35]=[CH:36][CH:37]=2)[C:29](=[O:38])[C:28]2=[CH:39][CH:40]=[C:41]([Cl:42])[N:27]2[N:26]=1)[CH:22]1[CH2:24][CH2:23]1)[C:12](=[O:20])[C:13]1[CH:18]=[CH:17][C:16]([CH3:19])=[CH:15][CH:14]=1. The yield is 0.660.